This data is from HIV replication inhibition screening data with 41,000+ compounds from the AIDS Antiviral Screen. The task is: Binary Classification. Given a drug SMILES string, predict its activity (active/inactive) in a high-throughput screening assay against a specified biological target. The compound is Clc1c2ccccc2[se][n+]1Cc1ccccc1. The result is 0 (inactive).